Task: Predict the reaction yield, written as a fraction of the theoretical maximum amount of product (1.0 means a 100% yield; for example, 0.34 means a 34% yield).. Dataset: Reaction yield outcomes from USPTO patents with 853,638 reactions (1) The reactants are [CH3:1][O:2][C:3]1([O:12][CH3:13])[C:7]([Cl:8])=[C:6]([Cl:9])[C:5]([Cl:10])=[C:4]1[Cl:11].[C:14]1(=[O:19])[O:18][CH:17]=[CH:16][O:15]1. No catalyst specified. The product is [Cl:11][C:4]12[C:3]([O:2][CH3:1])([O:12][CH3:13])[C:7]([Cl:8])([C:6]([Cl:9])=[C:5]1[Cl:10])[CH:17]1[CH:16]2[O:15][C:14](=[O:19])[O:18]1. The yield is 0.940. (2) The yield is 0.320. The product is [CH2:23]([O:1][C@H:2]([CH2:8][CH2:9][CH2:10][CH2:11][CH2:12][CH2:13][CH2:14][CH2:15][CH2:16][CH2:17][CH3:18])[CH2:3][C:4]([O:6][CH3:7])=[O:5])[C:24]1[CH:29]=[CH:28][CH:27]=[CH:26][CH:25]=1. The catalyst is C(Cl)Cl. The reactants are [OH:1][C@H:2]([CH2:8][CH2:9][CH2:10][CH2:11][CH2:12][CH2:13][CH2:14][CH2:15][CH2:16][CH2:17][CH3:18])[CH2:3][C:4]([O:6][CH3:7])=[O:5].ClC(Cl)(Cl)C(=N)O[CH2:23][C:24]1[CH:29]=[CH:28][CH:27]=[CH:26][CH:25]=1.FC(F)(F)S(O)(=O)=O. (3) The reactants are [BH4-].[Na+].[Cl:3][C:4]1[CH:9]=[CH:8][C:7]([CH:10]=[C:11]([C:17]#[N:18])[C:12]([O:14][CH2:15][CH3:16])=[O:13])=[CH:6][C:5]=1[F:19]. The catalyst is CCO. The product is [Cl:3][C:4]1[CH:9]=[CH:8][C:7]([CH2:10][CH:11]([C:17]#[N:18])[C:12]([O:14][CH2:15][CH3:16])=[O:13])=[CH:6][C:5]=1[F:19]. The yield is 0.580.